The task is: Predict which catalyst facilitates the given reaction.. This data is from Catalyst prediction with 721,799 reactions and 888 catalyst types from USPTO. (1) Reactant: O1[C:5]2([CH2:10][CH2:9][CH:8]([N:11]3[CH2:16][CH2:15][O:14][CH2:13][CH2:12]3)[CH2:7][CH2:6]2)[O:4]CC1.Cl. Product: [N:11]1([CH:8]2[CH2:7][CH2:6][C:5](=[O:4])[CH2:10][CH2:9]2)[CH2:12][CH2:13][O:14][CH2:15][CH2:16]1. The catalyst class is: 1. (2) Reactant: [N+:1]([C:4]1[CH:12]=[C:11]([C:13]([OH:15])=[O:14])[CH:10]=[CH:9][C:5]=1[C:6]([OH:8])=[O:7])([O-:3])=[O:2].S(=O)(=O)(O)O.[C:21](=O)(O)[O-].[Na+]. Product: [C:6]([C:5]1[CH:9]=[CH:10][C:11]([C:13]([O:15][CH3:21])=[O:14])=[CH:12][C:4]=1[N+:1]([O-:3])=[O:2])([OH:8])=[O:7]. The catalyst class is: 5. (3) Product: [Cl:1][C:2]1[CH:3]=[C:4]2[C:12](=[O:13])[C:11]3[CH:14]=[C:15]([CH:18]([OH:19])[CH2:20][N:24]4[CH2:23][CH2:22][N:21]([C:27]([O:29][C:30]([CH3:33])([CH3:32])[CH3:31])=[O:28])[CH2:26][CH2:25]4)[CH:16]=[CH:17][C:10]=3[CH:9]=[CH:8][C:5]2=[N:6][CH:7]=1. The catalyst class is: 5. Reactant: [Cl:1][C:2]1[CH:3]=[C:4]2[C:12](=[O:13])[C:11]3[CH:14]=[C:15]([CH:18]4[CH2:20][O:19]4)[CH:16]=[CH:17][C:10]=3[CH:9]=[CH:8][C:5]2=[N:6][CH:7]=1.[N:21]1([C:27]([O:29][C:30]([CH3:33])([CH3:32])[CH3:31])=[O:28])[CH2:26][CH2:25][NH:24][CH2:23][CH2:22]1. (4) Reactant: C(NC(C)C)(C)C.[CH2:8]([Li])[CH2:9][CH2:10][CH3:11].CC1C=[C:18]([Cl:20])[CH:17]=[CH:16][N:15]=1.CI. Product: [CH2:10]([C:9]1[CH:8]=[C:18]([Cl:20])[CH:17]=[CH:16][N:15]=1)[CH3:11]. The catalyst class is: 1. (5) Reactant: Br[CH:2]([CH3:16])[C:3]([C:5]1[CH:15]=[CH:14][C:8]2[NH:9][C:10](=[O:13])[CH2:11][O:12][C:7]=2[CH:6]=1)=[O:4].[OH:17][C:18]1([C:24]2[S:25][CH:26]=[CH:27][CH:28]=2)[CH2:23][CH2:22][NH:21][CH2:20][CH2:19]1.C(N(CC)CC)C.O. Product: [OH:17][C:18]1([C:24]2[S:25][CH:26]=[CH:27][CH:28]=2)[CH2:19][CH2:20][N:21]([CH:2]([CH3:16])[C:3]([C:5]2[CH:15]=[CH:14][C:8]3[NH:9][C:10](=[O:13])[CH2:11][O:12][C:7]=3[CH:6]=2)=[O:4])[CH2:22][CH2:23]1. The catalyst class is: 3. (6) Reactant: [Li]CCCC.Br[C:7]1[CH:8]=[CH:9][C:10]([CH2:13][NH:14][C:15](=[O:21])[O:16][C:17]([CH3:20])([CH3:19])[CH3:18])=[N:11][CH:12]=1.C(O[B:26](OC(C)C)OC(C)C)(C)C.[OH:35][CH2:36][C:37]([CH3:41])([CH2:39][OH:40])[CH3:38]. Product: [CH3:38][C:37]1([CH3:41])[CH2:39][O:40][B:26]([C:7]2[CH:8]=[CH:9][C:10]([CH2:13][NH:14][C:15](=[O:21])[O:16][C:17]([CH3:20])([CH3:19])[CH3:18])=[N:11][CH:12]=2)[O:35][CH2:36]1. The catalyst class is: 1. (7) Reactant: [CH:1]1([O:6][C:7]2[CH:15]=[CH:14][C:10]([C:11](O)=[O:12])=[CH:9][N:8]=2)[CH2:5][CH2:4][CH2:3][CH2:2]1.C(Cl)(=O)C([Cl:19])=O. Product: [CH:1]1([O:6][C:7]2[CH:15]=[CH:14][C:10]([C:11]([Cl:19])=[O:12])=[CH:9][N:8]=2)[CH2:5][CH2:4][CH2:3][CH2:2]1. The catalyst class is: 26.